This data is from Full USPTO retrosynthesis dataset with 1.9M reactions from patents (1976-2016). The task is: Predict the reactants needed to synthesize the given product. (1) Given the product [C:15]1([N:9]2[C:10]([C:11]([F:14])([F:13])[F:12])=[C:6]([C:4]([OH:5])=[O:3])[C:7]([CH:21]([F:22])[F:23])=[N:8]2)[CH:16]=[CH:17][CH:18]=[CH:19][CH:20]=1, predict the reactants needed to synthesize it. The reactants are: C([O:3][C:4]([C:6]1[C:7]([CH:21]([F:23])[F:22])=[N:8][N:9]([C:15]2[CH:20]=[CH:19][CH:18]=[CH:17][CH:16]=2)[C:10]=1[C:11]([F:14])([F:13])[F:12])=[O:5])C.[OH-].[Na+]. (2) Given the product [F:1][C:2]1[C:7]2[CH2:8][CH2:9][C:10]3[CH:15]=[CH:14][N:13]=[CH:12][C:11]=3[CH:16]([N:17]=[C:18]=[S:19])[C:6]=2[CH:5]=[CH:4][CH:3]=1, predict the reactants needed to synthesize it. The reactants are: [F:1][C:2]1[C:7]2[CH2:8][CH2:9][C:10]3[CH:15]=[CH:14][N:13]=[CH:12][C:11]=3[CH:16]([NH2:17])[C:6]=2[CH:5]=[CH:4][CH:3]=1.[C:18](=S)=[S:19].C(Cl)CCl. (3) Given the product [F:21][C:14]1[CH:13]=[C:12]([N:8]2[CH2:7][C@H:6]([CH2:5][NH:4][C:1](=[O:3])[CH3:2])[O:10][C:9]2=[O:11])[CH:20]=[CH:19][C:15]=1[C:16]1[O:18][N:62]=[C:55]([CH2:56][N:57]2[CH:61]=[N:60][CH:59]=[N:58]2)[N:54]=1, predict the reactants needed to synthesize it. The reactants are: [C:1]([NH:4][CH2:5][CH:6]1[O:10][C:9](=[O:11])[N:8]([C:12]2[CH:20]=[CH:19][C:15]([C:16]([OH:18])=O)=[C:14]([F:21])[CH:13]=2)[CH2:7]1)(=[O:3])[CH3:2].CCN(C(C)C)C(C)C.CCN=C=NCCCN(C)C.Cl.C1C=CC2N(O)N=NC=2C=1.O[NH:54][C:55](=[NH:62])[CH2:56][N:57]1[CH:61]=[N:60][CH:59]=[N:58]1. (4) Given the product [OH:11][C:1]1[C:10]2[CH2:9][CH2:8][CH2:7][CH2:6][C:5]=2[C:4]([CH:19]=[O:21])=[CH:3][CH:2]=1, predict the reactants needed to synthesize it. The reactants are: [C:1]1([OH:11])[C:10]2[CH2:9][CH2:8][CH2:7][CH2:6][C:5]=2[CH:4]=[CH:3][CH:2]=1.[OH-].[K+].C(Cl)(Cl)Cl.Cl.[CH2:19]([OH:21])C. (5) Given the product [CH3:12][S:13]([C:14]1[N:19]=[C:18]([C:20]2[C:28]3[C:23](=[N:24][C:25]([NH:29][CH2:30][CH2:31][OH:32])=[N:26][CH:27]=3)[NH:22][N:21]=2)[CH:17]=[CH:16][N:15]=1)=[O:9], predict the reactants needed to synthesize it. The reactants are: C1C=C(Cl)C=C(C(OO)=[O:9])C=1.[CH3:12][S:13][C:14]1[N:19]=[C:18]([C:20]2[C:28]3[C:23](=[N:24][C:25]([NH:29][CH2:30][CH2:31][OH:32])=[N:26][CH:27]=3)[NH:22][N:21]=2)[CH:17]=[CH:16][N:15]=1. (6) Given the product [Br:1][C:2]1[CH:7]=[C:6]([Cl:8])[CH:5]=[C:4]([CH2:9][Br:12])[CH:3]=1, predict the reactants needed to synthesize it. The reactants are: [Br:1][C:2]1[CH:3]=[C:4]([CH2:9]O)[CH:5]=[C:6]([Cl:8])[CH:7]=1.P(Br)(Br)[Br:12]. (7) Given the product [OH:7][C:8]1[C:15]([C:16]#[N:17])=[C:14]([OH:18])[C:13]([OH:19])=[CH:12][C:9]=1[C:10]#[N:11], predict the reactants needed to synthesize it. The reactants are: [Cl-].[Al+3].[Cl-].[Cl-].[I].[Na].[OH:7][C:8]1[C:15]([C:16]#[N:17])=[C:14]([OH:18])[C:13]([O:19]C)=[CH:12][C:9]=1[C:10]#[N:11].Cl.S([O-])([O-])(=O)=O.[Na+].[Na+].